From a dataset of Catalyst prediction with 721,799 reactions and 888 catalyst types from USPTO. Predict which catalyst facilitates the given reaction. (1) Reactant: Cl.[CH3:2][S:3]([C:6]1[CH:24]=[CH:23][C:9]([O:10][CH2:11][C:12]2[N:13]=[C:14]([CH:17]3[CH2:22][CH2:21][NH:20][CH2:19][CH2:18]3)[S:15][CH:16]=2)=[CH:8][CH:7]=1)(=[O:5])=[O:4].Cl[C:26]1[N:31]=[CH:30][CH:29]=[CH:28][N:27]=1.C(N(C(C)C)CC)(C)C. Product: [CH3:2][S:3]([C:6]1[CH:7]=[CH:8][C:9]([O:10][CH2:11][C:12]2[N:13]=[C:14]([CH:17]3[CH2:22][CH2:21][N:20]([C:26]4[N:31]=[CH:30][CH:29]=[CH:28][N:27]=4)[CH2:19][CH2:18]3)[S:15][CH:16]=2)=[CH:23][CH:24]=1)(=[O:4])=[O:5]. The catalyst class is: 41. (2) The catalyst class is: 2. Reactant: [C:1]([O:5][C:6]([NH:8][C@H:9]([CH2:14][C:15]1[CH:20]=[C:19]([F:21])[C:18]([F:22])=[CH:17][C:16]=1[F:23])[CH2:10][C:11]([OH:13])=O)=[O:7])([CH3:4])([CH3:3])[CH3:2].Cl.CN(C)CCCN=C=NCC.CN(C1C=CC=CN=1)C.[S:45]1[CH2:49][CH2:48][NH:47][CH:46]1[C:50]([O:52][CH3:53])=[O:51].Cl.C(N(CC)CC)C. Product: [C:1]([O:5][C:6]([NH:8][C@H:9]([CH2:14][C:15]1[CH:20]=[C:19]([F:21])[C:18]([F:22])=[CH:17][C:16]=1[F:23])[CH2:10][C:11]([N:47]1[CH2:48][CH2:49][S:45][CH:46]1[C:50]([O:52][CH3:53])=[O:51])=[O:13])=[O:7])([CH3:2])([CH3:3])[CH3:4]. (3) Product: [Cl:1][C:2]1[CH:7]=[CH:6][CH:5]=[CH:4][C:3]=1[C:8]([N:10]1[CH2:11][CH2:12][NH:13][CH:14]([NH:20][NH2:21])[CH2:15]1)=[O:9]. The catalyst class is: 4. Reactant: [Cl:1][C:2]1[CH:7]=[CH:6][CH:5]=[CH:4][C:3]=1[C:8]([N:10]1[CH2:15][C:14](OCC)=[N:13][CH2:12][CH2:11]1)=[O:9].O.[NH2:20][NH2:21]. (4) Reactant: [CH3:1][C:2]1[O:6][C:5]([C:7]2[CH:8]=[CH:9][C:10]3[O:14][CH:13]=[C:12]([C:15]4[CH:20]=[CH:19][C:18]([CH2:21]O)=[CH:17][CH:16]=4)[C:11]=3[CH:23]=2)=[N:4][N:3]=1.S(Cl)([Cl:26])=O. Product: [Cl:26][CH2:21][C:18]1[CH:19]=[CH:20][C:15]([C:12]2[C:11]3[CH:23]=[C:7]([C:5]4[O:6][C:2]([CH3:1])=[N:3][N:4]=4)[CH:8]=[CH:9][C:10]=3[O:14][CH:13]=2)=[CH:16][CH:17]=1. The catalyst class is: 26. (5) Reactant: [C:1]([O:4][NH:5][C:6]([C:8]1[CH:9]=[N:10][C:11]([NH:14][C:15]([O:17][C:18]([CH3:21])([CH3:20])[CH3:19])=[O:16])=[CH:12][CH:13]=1)=[NH:7])(=[O:3])[CH3:2].[H][H]. Product: [C:1]([OH:4])(=[O:3])[CH3:2].[C:6]([C:8]1[CH:13]=[CH:12][C:11]([NH:14][C:15](=[O:16])[O:17][C:18]([CH3:20])([CH3:19])[CH3:21])=[N:10][CH:9]=1)(=[NH:5])[NH2:7]. The catalyst class is: 63. (6) Reactant: [O:1]=[C:2]1[C:10]2[C:5](=[CH:6][CH:7]=[C:8]([CH2:11][NH:12]C(=O)OC(C)(C)C)[CH:9]=2)[CH2:4][NH:3]1. Product: [NH2:12][CH2:11][C:8]1[CH:9]=[C:10]2[C:5]([CH2:4][NH:3][C:2]2=[O:1])=[CH:6][CH:7]=1. The catalyst class is: 33. (7) Reactant: Br[CH2:2][C:3]1[C:12]([C:13]2[CH:18]=[CH:17][CH:16]=[C:15]([F:19])[CH:14]=2)=[N:11][C:10]2[C:5](=[CH:6][CH:7]=[CH:8][C:9]=2[Cl:20])[N:4]=1.I([O-])(=O)(=O)=[O:22].[Na+].CN(C=O)C. Product: [Cl:20][C:9]1[CH:8]=[CH:7][CH:6]=[C:5]2[C:10]=1[N:11]=[C:12]([C:13]1[CH:18]=[CH:17][CH:16]=[C:15]([F:19])[CH:14]=1)[C:3]([CH:2]=[O:22])=[N:4]2. The catalyst class is: 25. (8) Reactant: C([O:3][C:4](=[O:25])[C:5]([O:15][C:16]1[CH:24]=[CH:23][C:19]2[O:20][CH2:21][O:22][C:18]=2[CH:17]=1)([CH3:14])[CH2:6][C:7]1[CH:12]=[CH:11][C:10](O)=[CH:9][CH:8]=1)C.[CH3:26][C:27]1[O:31][C:30]([C:32]2[CH:37]=[CH:36][CH:35]=[C:34]([C:38]3[S:39][CH:40]=[CH:41][CH:42]=3)[CH:33]=2)=[N:29][C:28]=1[CH2:43][CH2:44][O:45]S(C1C=CC(C)=CC=1)(=O)=O.C([O-])([O-])=O.[K+].[K+].[OH-].[Na+]. Product: [O:20]1[C:19]2[CH:23]=[CH:24][C:16]([O:15][C:5]([CH3:14])([CH2:6][C:7]3[CH:12]=[CH:11][C:10]([O:45][CH2:44][CH2:43][C:28]4[N:29]=[C:30]([C:32]5[CH:37]=[CH:36][CH:35]=[C:34]([C:38]6[S:39][CH:40]=[CH:41][CH:42]=6)[CH:33]=5)[O:31][C:27]=4[CH3:26])=[CH:9][CH:8]=3)[C:4]([OH:25])=[O:3])=[CH:17][C:18]=2[O:22][CH2:21]1. The catalyst class is: 8. (9) Reactant: [Cl:1][C:2]1[CH:7]=[CH:6][C:5]([CH2:8][S:9](Cl)(=[O:11])=[O:10])=[CH:4][CH:3]=1.[NH2:13][C@@H:14]1[CH2:29][N:17]2[CH2:18][CH2:19][N:20]([C:22]([O:24][C:25]([CH3:28])([CH3:27])[CH3:26])=[O:23])[CH2:21][C@@H:16]2[CH2:15]1.C(N(CC)CC)C. Product: [Cl:1][C:2]1[CH:7]=[CH:6][C:5]([CH2:8][S:9]([NH:13][C@@H:14]2[CH2:29][N:17]3[CH2:18][CH2:19][N:20]([C:22]([O:24][C:25]([CH3:27])([CH3:26])[CH3:28])=[O:23])[CH2:21][C@@H:16]3[CH2:15]2)(=[O:11])=[O:10])=[CH:4][CH:3]=1. The catalyst class is: 4.